Dataset: Peptide-MHC class I binding affinity with 185,985 pairs from IEDB/IMGT. Task: Regression. Given a peptide amino acid sequence and an MHC pseudo amino acid sequence, predict their binding affinity value. This is MHC class I binding data. (1) The peptide sequence is FPVRPQVPL. The MHC is H-2-Ld with pseudo-sequence H-2-Ld. The binding affinity (normalized) is 0.514. (2) The peptide sequence is DILQMREIIT. The MHC is HLA-A68:02 with pseudo-sequence HLA-A68:02. The binding affinity (normalized) is 0.0832. (3) The peptide sequence is VPLRPMTY. The MHC is HLA-B35:03 with pseudo-sequence HLA-B35:03. The binding affinity (normalized) is 0.0528. (4) The peptide sequence is MLMAASRAL. The MHC is HLA-C03:03 with pseudo-sequence HLA-C03:03. The binding affinity (normalized) is 0.936. (5) The peptide sequence is VYTNAIQYV. The MHC is HLA-A30:02 with pseudo-sequence HLA-A30:02. The binding affinity (normalized) is 0.213. (6) The MHC is HLA-A68:01 with pseudo-sequence HLA-A68:01. The peptide sequence is PAHLINKLL. The binding affinity (normalized) is 0. (7) The peptide sequence is FILVNLLIFH. The MHC is HLA-A68:01 with pseudo-sequence HLA-A68:01. The binding affinity (normalized) is 0.534.